This data is from Full USPTO retrosynthesis dataset with 1.9M reactions from patents (1976-2016). The task is: Predict the reactants needed to synthesize the given product. (1) The reactants are: C[O:2][C:3]1[CH:4]=[C:5]([CH2:11][C@@H:12]2[C@:21]3([CH3:22])[C@H:16]([C:17]([CH3:24])([CH3:23])[CH2:18][CH2:19][CH2:20]3)[CH2:15][CH2:14][C@@H:13]2[C:25]([OH:27])=[O:26])[CH:6]=[C:7]([O:9]C)[CH:8]=1.B(Br)(Br)Br.CO. Given the product [OH:2][C:3]1[CH:4]=[C:5]([CH2:11][C@@H:12]2[C@:21]3([CH3:22])[C@H:16]([C:17]([CH3:23])([CH3:24])[CH2:18][CH2:19][CH2:20]3)[CH2:15][CH2:14][C@@H:13]2[C:25]([OH:27])=[O:26])[CH:6]=[C:7]([OH:9])[CH:8]=1, predict the reactants needed to synthesize it. (2) Given the product [Br:1][CH2:16][C:13]1[CH:14]=[CH:15][C:10]([F:9])=[N:11][CH:12]=1, predict the reactants needed to synthesize it. The reactants are: [Br:1]N1C(=O)CCC1=O.[F:9][C:10]1[CH:15]=[CH:14][C:13]([CH3:16])=[CH:12][N:11]=1. (3) Given the product [Cl:8][CH2:9][C:10]1[N:1]=[C:2]2[N:14]=[CH:6][CH:5]=[CH:4][N:3]2[CH:12]=1, predict the reactants needed to synthesize it. The reactants are: [NH2:1][C:2]1C=[CH:6][CH:5]=[CH:4][N:3]=1.[Cl:8][CH2:9][C:10]([CH2:12]Cl)=O.[N:14]#N. (4) The reactants are: [H-].[Na+].O[CH:4]1[CH:11]2[CH2:12][CH:7]3[CH2:8][CH:9]([CH2:13][CH:5]1[C:6]3=[O:14])[CH2:10]2.C(Br)C1C=CC=CC=1.O[C:24]12[CH2:33][CH:28]3[CH2:29][CH:30](CC(C3)[C:25]1=[O:34])[CH2:31]2. Given the product [CH2:25]([O:34][C:11]12[CH2:12][CH:7]3[CH2:8][CH:9]([CH2:13][CH:5]([C:6]3=[O:14])[CH2:4]1)[CH2:10]2)[C:24]1[CH:33]=[CH:28][CH:29]=[CH:30][CH:31]=1, predict the reactants needed to synthesize it. (5) Given the product [C:1]([C:5]1[CH:22]=[C:21]([F:23])[CH:20]=[CH:19][C:6]=1[O:7][CH:8]1[CH2:9][CH2:10][N:11]([C:14](=[O:18])[CH2:15][C:16]2[NH:28][N:27]=[N:26][N:17]=2)[CH2:12][CH2:13]1)([CH3:4])([CH3:2])[CH3:3], predict the reactants needed to synthesize it. The reactants are: [C:1]([C:5]1[CH:22]=[C:21]([F:23])[CH:20]=[CH:19][C:6]=1[O:7][CH:8]1[CH2:13][CH2:12][N:11]([C:14](=[O:18])[CH2:15][C:16]#[N:17])[CH2:10][CH2:9]1)([CH3:4])([CH3:3])[CH3:2].[Cl-].[NH4+].[N-:26]=[N+:27]=[N-:28].[Na+]. (6) Given the product [NH2:21][C:18]1[N:19]=[CH:20][C:15]([C:12]2[N:13]=[CH:14][C:9]([C:24]3[CH:29]=[CH:28][CH:27]=[CH:26][C:25]=3[S:30]([NH:33][CH2:34][C@H:35]([OH:37])[CH3:36])(=[O:32])=[O:31])=[CH:10][CH:11]=2)=[CH:16][N:17]=1, predict the reactants needed to synthesize it. The reactants are: CC1(C)C(C)(C)OB([C:9]2[CH:10]=[CH:11][C:12]([C:15]3[CH:16]=[N:17][C:18]([NH2:21])=[N:19][CH:20]=3)=[N:13][CH:14]=2)O1.Br[C:24]1[CH:29]=[CH:28][CH:27]=[CH:26][C:25]=1[S:30]([NH:33][CH2:34][C@H:35]([OH:37])[CH3:36])(=[O:32])=[O:31]. (7) The reactants are: [F:1][CH:2]([F:19])[O:3][C:4]1[CH:9]=[CH:8][CH:7]=[CH:6][C:5]=1B1OC(C)(C)C(C)(C)O1.[Br:20][C:21]1[CH:22]=[C:23]2[C:29](I)=[N:28][N:27]([CH2:31][O:32][CH2:33][CH2:34][Si:35]([CH3:38])([CH3:37])[CH3:36])[C:24]2=[N:25][CH:26]=1.C(=O)([O-])[O-].[Na+].[Na+].C(#N)C. Given the product [Br:20][C:21]1[CH:22]=[C:23]2[C:29]([C:5]3[CH:6]=[CH:7][CH:8]=[CH:9][C:4]=3[O:3][CH:2]([F:1])[F:19])=[N:28][N:27]([CH2:31][O:32][CH2:33][CH2:34][Si:35]([CH3:38])([CH3:37])[CH3:36])[C:24]2=[N:25][CH:26]=1, predict the reactants needed to synthesize it. (8) Given the product [CH2:1]([O:8][CH2:9][CH2:10][C:11]([CH2:22][OH:23])([C:12]([O:14][CH2:15][CH3:16])=[O:13])[C:17]([O:19][CH2:20][CH3:21])=[O:18])[C:2]1[CH:3]=[CH:4][CH:5]=[CH:6][CH:7]=1, predict the reactants needed to synthesize it. The reactants are: [CH2:1]([O:8][CH2:9][CH2:10][CH:11]([C:17]([O:19][CH2:20][CH3:21])=[O:18])[C:12]([O:14][CH2:15][CH3:16])=[O:13])[C:2]1[CH:7]=[CH:6][CH:5]=[CH:4][CH:3]=1.[C:22](=O)(O)[O-:23].[K+].C=O.Cl.